Dataset: Retrosynthesis with 50K atom-mapped reactions and 10 reaction types from USPTO. Task: Predict the reactants needed to synthesize the given product. Given the product COc1ccc2cc(C(=O)O)c(NCCCN)nc2c1, predict the reactants needed to synthesize it. The reactants are: COc1ccc2cc(C(=O)O)c(NCCCNC(=O)OC(C)(C)C)nc2c1.